Predict the reaction yield, written as a fraction of the theoretical maximum amount of product (1.0 means a 100% yield; for example, 0.34 means a 34% yield). From a dataset of Reaction yield outcomes from USPTO patents with 853,638 reactions. (1) The reactants are [OH:1][C:2]1[C:3]2[C:7]([CH:8]=[C:9]([C:11]([O:13][CH3:14])=[O:12])[CH:10]=1)=[N:6][N:5]([CH3:15])[CH:4]=2.Br[C:17]1[CH:22]=[CH:21][C:20]([C:23]([N:25]2[CH2:29][CH2:28][CH2:27][CH2:26]2)=[O:24])=[C:19]([F:30])[CH:18]=1.P([O-])([O-])([O-])=O.[K+].[K+].[K+].C(P(C(C)(C)C)C1C=CC=CC=1C1C(C(C)C)=CC(C(C)C)=CC=1C(C)C)(C)(C)C. The catalyst is C1(C)C=CC=CC=1.C([O-])(=O)C.[Pd+2].C([O-])(=O)C. The product is [F:30][C:19]1[CH:18]=[C:17]([CH:22]=[CH:21][C:20]=1[C:23]([N:25]1[CH2:29][CH2:28][CH2:27][CH2:26]1)=[O:24])[O:1][C:2]1[C:3]2[C:7]([CH:8]=[C:9]([C:11]([O:13][CH3:14])=[O:12])[CH:10]=1)=[N:6][N:5]([CH3:15])[CH:4]=2. The yield is 0.130. (2) The reactants are C(OC(=O)[CH2:5][O:6][C@H:7]1[CH2:12][CH2:11][C@H:10]([N:13]2[C:18](=[O:19])[C:17]([CH2:20][C:21]3[CH:26]=[CH:25][C:24]([C:27]4[CH:32]=[CH:31][CH:30]=[CH:29][C:28]=4[C:33]#[N:34])=[C:23]([F:35])[CH:22]=3)=[C:16]([CH2:36][CH2:37][CH2:38][CH3:39])[N:15]3[N:40]=[CH:41][CH:42]=[C:14]23)[CH2:9][CH2:8]1)C.[CH3:44][Mg]Br.C([O:50][CH2:51][CH3:52])(=O)C. The catalyst is O1CCCC1. The product is [CH2:36]([C:16]1[N:15]2[N:40]=[CH:41][CH:42]=[C:14]2[N:13]([C@H:10]2[CH2:9][CH2:8][C@H:7]([O:6][CH2:5][C:51]([OH:50])([CH3:52])[CH3:44])[CH2:12][CH2:11]2)[C:18](=[O:19])[C:17]=1[CH2:20][C:21]1[CH:26]=[CH:25][C:24]([C:27]2[C:28]([C:33]#[N:34])=[CH:29][CH:30]=[CH:31][CH:32]=2)=[C:23]([F:35])[CH:22]=1)[CH2:37][CH2:38][CH3:39]. The yield is 0.660.